This data is from Experimentally validated miRNA-target interactions with 360,000+ pairs, plus equal number of negative samples. The task is: Binary Classification. Given a miRNA mature sequence and a target amino acid sequence, predict their likelihood of interaction. (1) The miRNA is hsa-miR-152-3p with sequence UCAGUGCAUGACAGAACUUGG. The protein sequence of the target gene is MASSGSVQQLPLVLLMLLLASAARARLYFRSGQTCYHPIRGDQLALLGRRTYPRPHEYLSPADLPKNWDWRNVNGVNYASVTRNQHIPQYCGSCWAHGSTSAMADRINIKRKGAWPSILLSVQNVIDCGNAGSCEGGNDLPVWEYAHKHGIPDETCNNYQAKDQDCDKFNQCGTCTEFKECHTIQNYTLWRVGDYGSLSGREKMMAEIYANGPISCGIMATEMMSNYTGGIYAEHQDQAVINHIISVAGWGVSNDGIEYWIVRNSWGEPWGEKGWMRIVTSTYKGGTGDSYNLAIESACT.... Result: 0 (no interaction). (2) The miRNA is hsa-miR-3176 with sequence ACUGGCCUGGGACUACCGG. Result: 0 (no interaction). The protein sequence of the target gene is MLRKGCCVELLLLLLAGELPLGGGCPRDCVCYPAPMTVSCQAHNFAAIPEGIPEDSERIFLQNNRITFLQQGHFSPAMVTLWIYSNNITFIAPNTFEGFVHLEELDLGDNRQLRTLAPETFQGLVKLHALYLYKCGLSALPAGIFGGLHSLQYLYLQDNHIEYLQDDIFVDLVNLSHLFLHGNKLWSLGQGIFRGLVNLDRLLLHENQLQWVHHKAFHDLHRLTTLFLFNNSLTELQGDCLAPLVALEFLRLNGNAWDCGCRARSLWEWLRRFRGSSSAVPCATPELRQGQDLKLLRVED.... (3) The miRNA is mmu-miR-669l-5p with sequence AGUUGUGUGUGCAUGUAUAUGU. The protein sequence of the target gene is MAGPRPRWRDQLLFMSIIVLVIVVICLMFYALLWEAGNLTDLPNLRIGFYNFCLWNEDTSTLQCHQFPELEALGVPRVGLGLARLGVYGSLVLTLFAPQPLLLAQCNSDERAWRLAVGFLAVSSVLLAGGLGLFLSYVWKWVRLSLPGPGFLALGSAQALLILLLIAMAVFPLRAERAESKLESC. Result: 0 (no interaction). (4) The miRNA is hsa-miR-3611 with sequence UUGUGAAGAAAGAAAUUCUUA. The protein sequence of the target gene is MASVAGDSAMEVVPALAEEAAAEATGPSCLVQLPGEVLEYILCSGSLTALDIGRVSSTCRRLREVCQSSGQVWKEQFRVRWPSLMKHYSPTDYVNWLEEYKVRQKAGLEARKIVASFSKRFFSEHVPCNGFSDIENLEGPEIFFEDELVCILNMEGRKALTWKYYAKKILYYLRQQKILNNLKAFLQQPDDYESYLEGAVYIDQYCNPLSDISFRDIQAQIHSIVELVCKTLRGINSRHPSLTFRAGESSMIMEIELQSQVLDAINYVLYDQLKFKGNRMDYYNALNLYMHQVLTRRTGI.... Result: 0 (no interaction). (5) The miRNA is mmu-miR-301a-3p with sequence CAGUGCAAUAGUAUUGUCAAAGC. The protein sequence of the target gene is MWLPWALLLLWVPGCFALSKCRTVAGPVGGSLSVQCPYEKEHRTLNKYWCRPPQIFLCDKIVETKGSAGKRNGRVSIRDSPANLSFTVTLENLTEEDAGTYWCGVDTPWLRDFHDPVVEVEVSVFPASTSMTPASITAAKTSTITTAFPPVSSTTLFAVGATHSASIQEETEEVVNSQLPLLLSLLALLLLLLVGASLLAWRMFQKWIKAGDHSELSQNPKQAATQSELHYANLELLMWPLQEKPAPPREVEVEYSTVASPREELHYASVVFDSNTNRIAAQRPREEEPDSDYSVIRKT. Result: 0 (no interaction). (6) The miRNA is hsa-miR-125b-2-3p with sequence UCACAAGUCAGGCUCUUGGGAC. The protein sequence of the target gene is MALFAVFQTTFFLTLLSLRTYQSEVLAERLPLTPVSLKVSTNSTRQSLHLQWTVHNLPYHQELKMVFQIQISRIETSNVIWVGNYSTTVKWNQVLHWSWESELPLECATHFVRIKSLVDDAKFPEPNFWSNWSSWEEVSVQDSTGQDILFVFPKDKLVEEGTNVTICYVSRNIQNNVSCYLEGKQIHGEQLDPHVTAFNLNSVPFIRNKGTNIYCEASQGNVSEGMKGIVLFVSKVLEEPKDFSCETEDFKTLHCTWDPGTDTALGWSKQPSQSYTLFESFSGEKKLCTHKNWCNWQITQ.... Result: 0 (no interaction). (7) The miRNA is hsa-miR-5003-3p with sequence UACUUUUCUAGGUUGUUGGGG. The protein sequence of the target gene is MAEQTEPAVITPAMLEEEEQLEAAGLEKERKMLEEAQKSWDRESTEIRYRRLQHLLEKSNIYSKFLLTKMEQQQLEEQKKKEKLEKKKRSLKLTEGKSLVDGNGEKPVMKKKRGREDESYNISEVMSKEEILSVAKKHKDNEDESSSTTSLCVEDIQKNKDSNSMIKDRLSQTVRQNSKFFFDPVRKCNGQPVPFQQPKHFTGGVMRWYQVEGMEWLRMLWENGINGILADEMGLGKTVQCIATIALMIQRGVPGPFLVCGPLSTLPNWMAEFKRFTPEIPTLLYHGTREDRRKLVKNIH.... Result: 0 (no interaction). (8) The miRNA is dme-miR-iab-8-5p with sequence UUACGUAUACUGAAGGUAUACCG. The protein sequence of the target gene is MQTFTMVLEEIWTSLFMWFFYALIPCLLTDEVAILPAPQNLSVLSTNMKHLLMWSPVIAPGETVYYSVEYQGEYESLYTSHIWIPSSWCSLTEGPECDVTDDITATVPYNLRVRATLGSQTSAWSILKHPFNRNSTILTRPGMEITKDGFHLVIELEDLGPQFEFLVAYWRREPGAEEHVKMVRSGGIPVHLETMEPGAAYCVKAQTFVKAIGRYSAFSQTECVEVQGEAIPLVLALFAFVGFMLILVVVPLFVWKMGRLLQYSCCPVVVLPDTLKITNSPQKLISCRREEVDACATAVM.... Result: 0 (no interaction).